From a dataset of Aqueous solubility values for 9,982 compounds from the AqSolDB database. Regression/Classification. Given a drug SMILES string, predict its absorption, distribution, metabolism, or excretion properties. Task type varies by dataset: regression for continuous measurements (e.g., permeability, clearance, half-life) or binary classification for categorical outcomes (e.g., BBB penetration, CYP inhibition). For this dataset (solubility_aqsoldb), we predict Y. The compound is CC(O)COc1ccc(C(C)(C)c2ccc(OCC(C)O)cc2)cc1. The Y is -3.50 log mol/L.